From a dataset of Peptide-MHC class I binding affinity with 185,985 pairs from IEDB/IMGT. Regression. Given a peptide amino acid sequence and an MHC pseudo amino acid sequence, predict their binding affinity value. This is MHC class I binding data. (1) The peptide sequence is FIRYGDASL. The MHC is HLA-B35:01 with pseudo-sequence HLA-B35:01. The binding affinity (normalized) is 0.474. (2) The peptide sequence is IVDTVSALV. The MHC is HLA-A02:02 with pseudo-sequence HLA-A02:02. The binding affinity (normalized) is 0.740.